This data is from Catalyst prediction with 721,799 reactions and 888 catalyst types from USPTO. The task is: Predict which catalyst facilitates the given reaction. (1) Reactant: [CH:1]([C:3]1[NH:4][C:5]2[CH2:6][CH2:7][CH2:8][CH2:9][C:10]=2[C:11]=1[CH2:12][CH2:13][C:14]([OH:16])=[O:15])=O.[CH3:17][O:18][C:19]1[CH:27]=[C:26]2[C:22]([CH2:23][C:24](=[O:28])[NH:25]2)=[CH:21][CH:20]=1.N1CCCCC1.C(O)(=O)C. Product: [CH3:17][O:18][C:19]1[CH:27]=[C:26]2[C:22]([C:23](=[CH:1][C:3]3[NH:4][C:5]4[CH2:6][CH2:7][CH2:8][CH2:9][C:10]=4[C:11]=3[CH2:12][CH2:13][C:14]([OH:16])=[O:15])[C:24](=[O:28])[NH:25]2)=[CH:21][CH:20]=1. The catalyst class is: 8. (2) Reactant: [O:1]=[C:2]([CH2:16][C@@H:17]([O:23][C:24]([O:26][CH2:27][C:28]([Cl:31])([Cl:30])[Cl:29])=[O:25])[C@@H:18]([CH3:22])[CH2:19][CH:20]=[CH2:21])[C:3]([CH3:15])([CH3:14])[C@@H:4]([OH:13])[CH2:5][C:6]([O:8][C:9]([CH3:12])([CH3:11])[CH3:10])=[O:7].N1C=CN=C1.[CH2:37]([Si:39](Cl)([CH2:42][CH3:43])[CH2:40][CH3:41])[CH3:38].O. Product: [O:1]=[C:2]([CH2:16][C@@H:17]([O:23][C:24]([O:26][CH2:27][C:28]([Cl:29])([Cl:30])[Cl:31])=[O:25])[C@@H:18]([CH3:22])[CH2:19][CH:20]=[CH2:21])[C:3]([CH3:14])([CH3:15])[C@@H:4]([O:13][Si:39]([CH2:42][CH3:43])([CH2:40][CH3:41])[CH2:37][CH3:38])[CH2:5][C:6]([O:8][C:9]([CH3:12])([CH3:11])[CH3:10])=[O:7]. The catalyst class is: 9. (3) Reactant: [F:1][C:2]1[CH:7]=[CH:6][C:5]([C:8]2[CH:13]=[CH:12][N:11]3[C:14]([C:17]4[CH:18]=[C:19]([NH:23][C:24]([NH:26][CH2:27][C:28]([F:31])([F:30])[F:29])=[O:25])[CH:20]=[CH:21][CH:22]=4)=[CH:15][N:16]=[C:10]3[CH:9]=2)=[CH:4][CH:3]=1.[ClH:32].O1CCOCC1. Product: [ClH:32].[F:1][C:2]1[CH:7]=[CH:6][C:5]([C:8]2[CH:13]=[CH:12][N:11]3[C:14]([C:17]4[CH:18]=[C:19]([NH:23][C:24]([NH:26][CH2:27][C:28]([F:30])([F:29])[F:31])=[O:25])[CH:20]=[CH:21][CH:22]=4)=[CH:15][N:16]=[C:10]3[CH:9]=2)=[CH:4][CH:3]=1. The catalyst class is: 5. (4) The catalyst class is: 6. Reactant: [O:1]1[CH:5]=[CH:4][CH:3]=[C:2]1[C:6]1[O:7][C:8]([CH3:34])=[C:9]([CH2:11][O:12][C:13]2[N:18]=[CH:17][C:16]([CH2:19][O:20][C:21]3[C:25]([CH:26]=O)=[CH:24][N:23]([C:28]4[CH:33]=[CH:32][CH:31]=[CH:30][CH:29]=4)[N:22]=3)=[CH:15][CH:14]=2)[N:10]=1.[CH2:35]([P:44](=[O:51])([O:48][CH2:49][CH3:50])[O:45][CH2:46][CH3:47])P(=O)(OCC)OCC.CN(C)C=O.[H-].[Na+]. Product: [O:1]1[CH:5]=[CH:4][CH:3]=[C:2]1[C:6]1[O:7][C:8]([CH3:34])=[C:9]([CH2:11][O:12][C:13]2[N:18]=[CH:17][C:16]([CH2:19][O:20][C:21]3[C:25](/[CH:26]=[CH:35]/[P:44](=[O:51])([O:45][CH2:46][CH3:47])[O:48][CH2:49][CH3:50])=[CH:24][N:23]([C:28]4[CH:33]=[CH:32][CH:31]=[CH:30][CH:29]=4)[N:22]=3)=[CH:15][CH:14]=2)[N:10]=1. (5) Reactant: C([O:3][C:4](=[O:17])[C:5]1[CH:10]=[C:9]([S:11]([CH2:14][CH3:15])(=[O:13])=[O:12])[CH:8]=[CH:7][C:6]=1[F:16])C.O.O.[OH-].[Li+].Cl. Product: [CH2:14]([S:11]([C:9]1[CH:8]=[CH:7][C:6]([F:16])=[C:5]([CH:10]=1)[C:4]([OH:17])=[O:3])(=[O:12])=[O:13])[CH3:15]. The catalyst class is: 7.